This data is from Forward reaction prediction with 1.9M reactions from USPTO patents (1976-2016). The task is: Predict the product of the given reaction. (1) The product is: [CH:1]1[CH:6]=[CH:5][C:4]([CH:7]([S+:14]([O-:15])[CH2:16][C:17]([NH2:21])=[O:19])[C:8]2[CH:13]=[CH:12][CH:11]=[CH:10][CH:9]=2)=[CH:3][CH:2]=1. Given the reactants [CH:1]1[CH:6]=[CH:5][C:4]([CH:7]([S:14]([CH2:16][C:17]([OH:19])=O)=[O:15])[C:8]2[CH:13]=[CH:12][CH:11]=[CH:10][CH:9]=2)=[CH:3][CH:2]=1.Cl.[NH4+:21].[OH-], predict the reaction product. (2) Given the reactants [C:1]([O:5][C:6]([NH:8][C@H:9]1[CH2:18][CH2:17][C:16]2[C:11](=[CH:12][C:13]([O:19][CH2:20][C:21]([OH:23])=O)=[CH:14][CH:15]=2)[CH2:10]1)=[O:7])([CH3:4])([CH3:3])[CH3:2].[NH:24]1[CH2:29][CH2:28][CH2:27][CH2:26][CH2:25]1.F[P-](F)(F)(F)(F)F.N1(O[P+](N(C)C)(N(C)C)N(C)C)C2C=CC=CC=2N=N1.C(N(CC)CC)C, predict the reaction product. The product is: [C:1]([O:5][C:6]([NH:8][C@H:9]1[CH2:18][CH2:17][C:16]2[C:11](=[CH:12][C:13]([O:19][CH2:20][C:21]([N:24]3[CH2:29][CH2:28][CH2:27][CH2:26][CH2:25]3)=[O:23])=[CH:14][CH:15]=2)[CH2:10]1)=[O:7])([CH3:3])([CH3:2])[CH3:4].